Regression. Given a peptide amino acid sequence and an MHC pseudo amino acid sequence, predict their binding affinity value. This is MHC class I binding data. From a dataset of Peptide-MHC class I binding affinity with 185,985 pairs from IEDB/IMGT. (1) The peptide sequence is KSAFYQSYL. The MHC is HLA-A02:19 with pseudo-sequence HLA-A02:19. The binding affinity (normalized) is 0.0847. (2) The peptide sequence is HTVGLGQGY. The MHC is HLA-B18:01 with pseudo-sequence HLA-B18:01. The binding affinity (normalized) is 0.0847. (3) The peptide sequence is RFSGLLIVK. The MHC is HLA-A03:01 with pseudo-sequence HLA-A03:01. The binding affinity (normalized) is 0.141. (4) The peptide sequence is WYKMWRVSK. The MHC is HLA-B18:01 with pseudo-sequence HLA-B18:01. The binding affinity (normalized) is 0.0847. (5) The MHC is HLA-B08:01 with pseudo-sequence HLA-B08:01. The peptide sequence is EVAESVMFM. The binding affinity (normalized) is 0.0847. (6) The peptide sequence is DLVGVSVRPKV. The MHC is Mamu-A02 with pseudo-sequence Mamu-A02. The binding affinity (normalized) is 0. (7) The peptide sequence is RCHDHYLCRH. The MHC is HLA-A11:01 with pseudo-sequence HLA-A11:01. The binding affinity (normalized) is 0.